From a dataset of NCI-60 drug combinations with 297,098 pairs across 59 cell lines. Regression. Given two drug SMILES strings and cell line genomic features, predict the synergy score measuring deviation from expected non-interaction effect. (1) Drug 1: C1CCN(CC1)CCOC2=CC=C(C=C2)C(=O)C3=C(SC4=C3C=CC(=C4)O)C5=CC=C(C=C5)O. Drug 2: C1=CC(=CC=C1CCCC(=O)O)N(CCCl)CCCl. Cell line: NCI-H322M. Synergy scores: CSS=-3.34, Synergy_ZIP=1.83, Synergy_Bliss=-1.45, Synergy_Loewe=-6.59, Synergy_HSA=-5.39. (2) Drug 1: CC12CCC3C(C1CCC2=O)CC(=C)C4=CC(=O)C=CC34C. Drug 2: C(CCl)NC(=O)N(CCCl)N=O. Cell line: RPMI-8226. Synergy scores: CSS=65.9, Synergy_ZIP=-5.14, Synergy_Bliss=-5.12, Synergy_Loewe=-11.3, Synergy_HSA=-4.99. (3) Cell line: SK-OV-3. Drug 2: CC12CCC3C(C1CCC2O)C(CC4=C3C=CC(=C4)O)CCCCCCCCCS(=O)CCCC(C(F)(F)F)(F)F. Synergy scores: CSS=19.8, Synergy_ZIP=-0.00396, Synergy_Bliss=0.485, Synergy_Loewe=-25.1, Synergy_HSA=-0.221. Drug 1: CC1C(C(CC(O1)OC2CC(OC(C2O)C)OC3=CC4=CC5=C(C(=O)C(C(C5)C(C(=O)C(C(C)O)O)OC)OC6CC(C(C(O6)C)O)OC7CC(C(C(O7)C)O)OC8CC(C(C(O8)C)O)(C)O)C(=C4C(=C3C)O)O)O)O.